Dataset: Forward reaction prediction with 1.9M reactions from USPTO patents (1976-2016). Task: Predict the product of the given reaction. Given the reactants C([O-])([O-])=O.[K+].[K+].Br[CH2:8][CH2:9]Br.[NH2:11][C:12]1[CH:17]=[CH:16][CH:15]=[CH:14][C:13]=1[SH:18], predict the reaction product. The product is: [S:18]1[C:13]2[CH:14]=[CH:15][CH:16]=[CH:17][C:12]=2[NH:11][CH2:9][CH2:8]1.